This data is from Experimentally validated miRNA-target interactions with 360,000+ pairs, plus equal number of negative samples. The task is: Binary Classification. Given a miRNA mature sequence and a target amino acid sequence, predict their likelihood of interaction. The miRNA is hsa-miR-7106-5p with sequence UGGGAGGAGGGGAUCUUGGG. The protein sequence of the target gene is MATAALLRGATPGRGGPVWRWRLRAAPRCRLAHSSCSPGGDPTAGAAWACFRLDGRTLLRVRGPDAAPFLLGLLTNELPLPSPAAAGAPPAARAGYAHFLNVQGRTLYDVILYGLQEHSEVSGFLLECDSSVQGALQKHLALYRIRRKVTVEPHPELRVWAVLPSSPEACGAASLQERAGAAAILIRDPRTARMGWRLLTQDEGPALVPGGRLGDLWDYHQHRYLQGVPEGVRDLPPGVALPLESNLAFMNGVSFTKGCYIGQELTARTHHMGVIRKRLFPVRFLDPLPTSGITPGATVL.... Result: 1 (interaction).